This data is from CYP2C19 inhibition data for predicting drug metabolism from PubChem BioAssay. The task is: Regression/Classification. Given a drug SMILES string, predict its absorption, distribution, metabolism, or excretion properties. Task type varies by dataset: regression for continuous measurements (e.g., permeability, clearance, half-life) or binary classification for categorical outcomes (e.g., BBB penetration, CYP inhibition). Dataset: cyp2c19_veith. The molecule is COc1ccccc1CNc1ccnc(-c2ccccc2CN(C)C)n1. The result is 0 (non-inhibitor).